Dataset: Peptide-MHC class II binding affinity with 134,281 pairs from IEDB. Task: Regression. Given a peptide amino acid sequence and an MHC pseudo amino acid sequence, predict their binding affinity value. This is MHC class II binding data. (1) The peptide sequence is YDKFLHNVSTVLTGK. The MHC is DRB1_0404 with pseudo-sequence DRB1_0404. The binding affinity (normalized) is 0.775. (2) The peptide sequence is QTSTVNETRVQINIT. The MHC is DRB1_0101 with pseudo-sequence DRB1_0101. The binding affinity (normalized) is 0.496. (3) The peptide sequence is RVPEDLLAMVVAVEQ. The MHC is HLA-DQA10102-DQB10602 with pseudo-sequence HLA-DQA10102-DQB10602. The binding affinity (normalized) is 0.539. (4) The peptide sequence is MGRDIKVQFQSGGAN. The MHC is DRB1_1101 with pseudo-sequence DRB1_1101. The binding affinity (normalized) is 0.187. (5) The peptide sequence is VLAGWLFHVRGARR. The MHC is DRB1_1101 with pseudo-sequence DRB1_1101. The binding affinity (normalized) is 0.348. (6) The peptide sequence is LLMRRMRRPTGKVTL. The MHC is DRB1_0901 with pseudo-sequence DRB1_0901. The binding affinity (normalized) is 0.609. (7) The peptide sequence is FLIYITELLKKLQST. The MHC is HLA-DPA10201-DPB10101 with pseudo-sequence HLA-DPA10201-DPB10101. The binding affinity (normalized) is 0.234. (8) The peptide sequence is AFKVAATAANAAPIN. The MHC is DRB1_0401 with pseudo-sequence DRB1_0401. The binding affinity (normalized) is 0.884. (9) The peptide sequence is ASIIRLVGAVLAEQH. The MHC is DRB1_1302 with pseudo-sequence DRB1_1302. The binding affinity (normalized) is 0.770.